This data is from Human liver microsome stability data. The task is: Regression/Classification. Given a drug SMILES string, predict its absorption, distribution, metabolism, or excretion properties. Task type varies by dataset: regression for continuous measurements (e.g., permeability, clearance, half-life) or binary classification for categorical outcomes (e.g., BBB penetration, CYP inhibition). Dataset: hlm. (1) The molecule is CN1CC=CCCOc2cccc(c2)-c2ccnc(n2)Nc2cc(cc(NC(=O)C(F)(F)F)c2)C1. The result is 1 (stable in human liver microsomes). (2) The molecule is O=C(Oc1cccc(N2CCOCC2)c1)N1CCC(c2ccc(F)cc2)CC1. The result is 1 (stable in human liver microsomes). (3) The compound is FC(F)(F)c1cc(C(F)(F)F)c2ccc3nc(-c4nnco4)cn3c2n1. The result is 0 (unstable in human liver microsomes). (4) The result is 0 (unstable in human liver microsomes). The compound is CS(=O)(=O)Nc1ccc2c(c1)S(=O)(=O)NC(C1=C(O)C3CCCC3N(Cc3ccc(Cl)cc3)C1=O)=N2.